From a dataset of Reaction yield outcomes from USPTO patents with 853,638 reactions. Predict the reaction yield, written as a fraction of the theoretical maximum amount of product (1.0 means a 100% yield; for example, 0.34 means a 34% yield). (1) The reactants are [OH:1][C:2]1[CH:3]=[C:4]([CH:7]=[CH:8][C:9]=1[OH:10])[CH:5]=[O:6].[CH2:11](Br)[C:12]1[CH:17]=[CH:16][CH:15]=[CH:14][CH:13]=1.C([O-])([O-])=O.[K+].[K+]. The catalyst is CC(C)=O. The product is [CH2:11]([O:10][C:9]1[CH:8]=[CH:7][C:4]([CH:5]=[O:6])=[CH:3][C:2]=1[OH:1])[C:12]1[CH:17]=[CH:16][CH:15]=[CH:14][CH:13]=1. The yield is 0.500. (2) The reactants are [F:1][C:2]1[C:3]([NH:20][C:21]2[CH:26]=[CH:25][CH:24]=[CH:23][C:22]=2[C:27]([NH:29][CH:30]([CH3:32])[CH3:31])=[O:28])=[N:4][C:5]([NH:8][C:9]2[CH:19]=[CH:18][C:12]([C:13](OCC)=[O:14])=[CH:11][CH:10]=2)=[N:6][CH:7]=1.[H-].[H-].[H-].[H-].[Li+].[Al+3]. The catalyst is C1COCC1. The product is [F:1][C:2]1[C:3]([NH:20][C:21]2[CH:26]=[CH:25][CH:24]=[CH:23][C:22]=2[C:27]([NH:29][CH:30]([CH3:32])[CH3:31])=[O:28])=[N:4][C:5]([NH:8][C:9]2[CH:10]=[CH:11][C:12]([CH2:13][OH:14])=[CH:18][CH:19]=2)=[N:6][CH:7]=1. The yield is 0.870. (3) The reactants are C(OC(N1C2C=CC=CC=2N=C1CN(C[C:30](=C)[CH2:31][CH2:32][N:33]1[C:41](=[O:42])[C:40]2[C:35](=[CH:36][CH:37]=[CH:38][CH:39]=2)[C:34]1=[O:43])C1C2N=CC=CC=2CCC1)=O)(C)(C)C.O.NN.[CH2:48]([OH:50])[CH3:49]. No catalyst specified. The product is [OH:50][CH2:48][CH2:49][C:31](=[CH2:30])[CH2:32][N:33]1[C:34](=[O:43])[C:35]2[C:40](=[CH:39][CH:38]=[CH:37][CH:36]=2)[C:41]1=[O:42]. The yield is 0.550. (4) The reactants are [F:1][C:2]1[CH:3]=[C:4]([N:9]2[C:14](=[O:15])[C:13]([O:16][CH2:17][CH2:18][C@H:19]([O:21][Si](C(C)(C)C)(C)C)[CH3:20])=[C:12]([C:29]3[CH:34]=[CH:33][C:32](SC)=[CH:31][CH:30]=3)[CH:11]=[N:10]2)[CH:5]=[CH:6][C:7]=1[F:8].[C:37](OO)(=O)C.C(O)(=O)C.[F-].C([N+](CCCC)(CCCC)CCCC)CCC.C1COCC1.[S:69]([O-:73])([O-])(=[O:71])=S.[Na+].[Na+]. The catalyst is CC(C)=O. The product is [F:1][C:2]1[CH:3]=[C:4]([N:9]2[C:14](=[O:15])[C:13]([O:16][CH2:17][CH2:18][C@H:19]([OH:21])[CH3:20])=[C:12]([C:29]3[CH:34]=[CH:33][C:32]([S:69]([CH3:37])(=[O:73])=[O:71])=[CH:31][CH:30]=3)[CH:11]=[N:10]2)[CH:5]=[CH:6][C:7]=1[F:8]. The yield is 0.870. (5) The reactants are [NH2:1][C:2]1[CH:10]=[N:9][CH:8]=[C:7]([O:11][CH3:12])[C:3]=1[C:4]([NH2:6])=[O:5].[C:13](=S)=[S:14].C1CCN2C(=NCCC2)CC1. The catalyst is CN(C=O)C.Cl. The product is [SH:14][C:13]1[NH:6][C:4](=[O:5])[C:3]2[C:7]([O:11][CH3:12])=[CH:8][N:9]=[CH:10][C:2]=2[N:1]=1. The yield is 0.650. (6) The reactants are [H-].[Na+].[C:3]([O:7][C:8]([N:10]([CH2:21][CH:22]=[CH2:23])[CH2:11][C:12]1[CH:13]=[CH:14][CH:15]=[C:16]2[C:20]=1[NH:19][CH:18]=[CH:17]2)=[O:9])([CH3:6])([CH3:5])[CH3:4].[CH2:24](Br)[CH:25]=[CH2:26]. The catalyst is CN(C)C=O.C(OCC)(=O)C. The product is [C:3]([O:7][C:8]([N:10]([CH2:21][CH:22]=[CH2:23])[CH2:11][C:12]1[CH:13]=[CH:14][CH:15]=[C:16]2[C:20]=1[N:19]([CH2:26][CH:25]=[CH2:24])[CH:18]=[CH:17]2)=[O:9])([CH3:6])([CH3:5])[CH3:4]. The yield is 0.910. (7) The reactants are Cl[C:2]1[CH:3]=[C:4]([C:9]2[N:13]3[C:14]4[N:22]=[C:21]([O:23][CH3:24])[CH:20]=[CH:19][C:15]=4[N:16]=[C:17]([CH3:18])[C:12]3=[C:11]([CH3:25])[N:10]=2)[CH:5]=[C:6](Cl)[CH:7]=1.CCN(CC)CC.[CH3:33][C:34]1C=CC=C[C:35]=1C#C. The catalyst is Cl[Pd](Cl)([P](C1C=CC=CC=1)(C1C=CC=CC=1)C1C=CC=CC=1)[P](C1C=CC=CC=1)(C1C=CC=CC=1)C1C=CC=CC=1.[Cu]I.CN(C=O)C. The product is [CH3:24][O:23][C:21]1[CH:20]=[CH:19][C:15]2[N:16]=[C:17]([CH3:18])[C:12]3[N:13]([C:9]([C:4]#[C:3][C:2]4[CH:7]=[CH:6][CH:5]=[CH:33][C:34]=4[CH3:35])=[N:10][C:11]=3[CH3:25])[C:14]=2[N:22]=1. The yield is 0.880. (8) The reactants are Br[C:2]1[C:3]([CH3:8])=[N:4][CH:5]=[CH:6][CH:7]=1.[CH3:9][C:10]1[CH:11]=[C:12]([CH:17]=[CH:18][C:19]=1B1OC(C)(C)C(C)(C)O1)[C:13]([O:15]C)=[O:14].C(=O)([O-])[O-].[K+].[K+].[OH-].[Na+]. The catalyst is C1(C)C=CC=CC=1.O.C1C=CC([P]([Pd]([P](C2C=CC=CC=2)(C2C=CC=CC=2)C2C=CC=CC=2)([P](C2C=CC=CC=2)(C2C=CC=CC=2)C2C=CC=CC=2)[P](C2C=CC=CC=2)(C2C=CC=CC=2)C2C=CC=CC=2)(C2C=CC=CC=2)C2C=CC=CC=2)=CC=1. The product is [CH3:9][C:10]1[CH:11]=[C:12]([CH:17]=[CH:18][C:19]=1[C:2]1[C:3]([CH3:8])=[N:4][CH:5]=[CH:6][CH:7]=1)[C:13]([OH:15])=[O:14]. The yield is 0.720.